This data is from Full USPTO retrosynthesis dataset with 1.9M reactions from patents (1976-2016). The task is: Predict the reactants needed to synthesize the given product. (1) Given the product [C:13]1([N:19]([CH:20]2[CH2:25][CH2:24][N:23]([C:26]([O:28][CH2:29][C@@H:30]([N:32]([CH2:33][C:34]3[CH:35]=[CH:36][CH:37]=[CH:38][CH:39]=3)[CH2:40][C:41]3[CH:42]=[CH:43][CH:44]=[CH:45][CH:46]=3)[CH3:31])=[O:27])[CH2:22][CH2:21]2)[S:9]([C:6]2[CH:7]=[CH:8][C:3]([O:2][CH3:1])=[CH:4][CH:5]=2)(=[O:11])=[O:10])[CH:14]=[CH:15][CH:16]=[CH:17][CH:18]=1, predict the reactants needed to synthesize it. The reactants are: [CH3:1][O:2][C:3]1[CH:8]=[CH:7][C:6]([S:9](Cl)(=[O:11])=[O:10])=[CH:5][CH:4]=1.[C:13]1([NH:19][CH:20]2[CH2:25][CH2:24][N:23]([C:26]([O:28][CH2:29][C@@H:30]([N:32]([CH2:40][C:41]3[CH:46]=[CH:45][CH:44]=[CH:43][CH:42]=3)[CH2:33][C:34]3[CH:39]=[CH:38][CH:37]=[CH:36][CH:35]=3)[CH3:31])=[O:27])[CH2:22][CH2:21]2)[CH:18]=[CH:17][CH:16]=[CH:15][CH:14]=1. (2) The reactants are: [O:1]1[CH2:6][CH2:5][CH:4](/[CH:7]=[C:8]2/[C:9](=[O:23])[CH:10]([C:14]3[C:19]([CH3:20])=[CH:18][C:17]([CH3:21])=[CH:16][C:15]=3[CH3:22])[C:11](=[O:13])[CH2:12]/2)[CH2:3][CH2:2]1. Given the product [O:1]1[CH2:2][CH2:3][CH:4]([CH2:7][CH:8]2[CH2:12][C:11](=[O:13])[CH:10]([C:14]3[C:15]([CH3:22])=[CH:16][C:17]([CH3:21])=[CH:18][C:19]=3[CH3:20])[C:9]2=[O:23])[CH2:5][CH2:6]1, predict the reactants needed to synthesize it. (3) The reactants are: B(O)O.Br[C:5]1[N:10]=[C:9]([CH:11]=[O:12])[CH:8]=[CH:7][CH:6]=1.[O:13]1[C:17]2[CH:18]=[CH:19][CH:20]=[CH:21][C:16]=2[CH:15]=[C:14]1B(O)O. Given the product [O:13]1[C:17]2[CH:18]=[CH:19][CH:20]=[CH:21][C:16]=2[CH:15]=[C:14]1[C:5]1[N:10]=[C:9]([CH:11]=[O:12])[CH:8]=[CH:7][CH:6]=1, predict the reactants needed to synthesize it. (4) The reactants are: CN(C(ON1N=NC2C=CC=CC1=2)=[N+](C)C)C.F[P-](F)(F)(F)(F)F.[NH:25]1[CH:29]=[CH:28][N:27]=[C:26]1[C:30]1[C:38]2[C:33](=[N:34][CH:35]=[CH:36][CH:37]=2)[N:32]([CH2:39][C:40]([OH:42])=O)[N:31]=1.Cl.Cl.[Cl:45][C:46]1[C:51]([O:52][CH2:53][CH3:54])=[CH:50][C:49]([N:55]2[CH2:60][CH2:59][NH:58][CH2:57][CH2:56]2)=[C:48]([F:61])[CH:47]=1.CCN(C(C)C)C(C)C. Given the product [Cl:45][C:46]1[C:51]([O:52][CH2:53][CH3:54])=[CH:50][C:49]([N:55]2[CH2:60][CH2:59][N:58]([C:40](=[O:42])[CH2:39][N:32]3[C:33]4=[N:34][CH:35]=[CH:36][CH:37]=[C:38]4[C:30]([C:26]4[NH:25][CH:29]=[CH:28][N:27]=4)=[N:31]3)[CH2:57][CH2:56]2)=[C:48]([F:61])[CH:47]=1, predict the reactants needed to synthesize it. (5) Given the product [CH3:1][N:2]1[CH2:33][CH2:32][CH2:31][C@@:3]1([CH3:34])[C:4]([NH:6][C@H:7]([C:11]([N:13]([C@@H:15]([C@@H:27]([CH3:30])[CH2:28][CH3:29])[C@H:16]([O:25][CH3:26])[CH2:17][C:18]([OH:20])=[O:19])[CH3:14])=[O:12])[CH:8]([CH3:10])[CH3:9])=[O:5], predict the reactants needed to synthesize it. The reactants are: [CH3:1][N:2]1[CH2:33][CH2:32][CH2:31][C@@:3]1([CH3:34])[C:4]([NH:6][C@H:7]([C:11]([N:13]([C@@H:15]([C@@H:27]([CH3:30])[CH2:28][CH3:29])[C@H:16]([O:25][CH3:26])[CH2:17][C:18]([O:20]C(C)(C)C)=[O:19])[CH3:14])=[O:12])[CH:8]([CH3:10])[CH3:9])=[O:5].FC(F)(F)C(O)=O. (6) Given the product [F:16][C:13]([F:14])([F:15])[CH2:12][O:11][C:8]1[CH:9]=[CH:10][C:5]([C:3]([OH:4])=[O:2])=[N:6][CH:7]=1, predict the reactants needed to synthesize it. The reactants are: C[O:2][C:3]([C:5]1[CH:10]=[CH:9][C:8]([O:11][CH2:12][C:13]([F:16])([F:15])[F:14])=[CH:7][N:6]=1)=[O:4].O.[OH-].[Li+]. (7) Given the product [CH3:1][C:2]1([CH3:13])[CH2:7][CH2:6][CH2:5][CH:4]2[C:3]1=[CH:10][C:9](=[O:11])[CH2:8]2, predict the reactants needed to synthesize it. The reactants are: [CH3:1][C:2]1([CH3:13])[CH2:7][CH2:6][CH2:5][CH:4]([CH2:8][C:9](=[O:11])[CH3:10])[C:3]1=O.CC(C)([O-])C.[K+]. (8) Given the product [CH:15]([C:14]1[CH:13]=[C:12]([CH:19]=[CH:18][CH:17]=1)[O:11][C:2]1[N:9]=[C:8]([CH3:10])[CH:7]=[CH:6][C:3]=1[C:4]#[N:5])=[O:16], predict the reactants needed to synthesize it. The reactants are: Cl[C:2]1[N:9]=[C:8]([CH3:10])[CH:7]=[CH:6][C:3]=1[C:4]#[N:5].[OH:11][C:12]1[CH:13]=[C:14]([CH:17]=[CH:18][CH:19]=1)[CH:15]=[O:16].[F-].[K+].O. (9) The reactants are: [Br:1][C:2]1[N:3]=[C:4]([S:11][CH3:12])[C:5]2[N:6]([CH:8]=[CH:9][N:10]=2)[CH:7]=1.C1C(=O)N([I:20])C(=O)C1. Given the product [Br:1][C:2]1[N:3]=[C:4]([S:11][CH3:12])[C:5]2[N:6]([C:8]([I:20])=[CH:9][N:10]=2)[CH:7]=1, predict the reactants needed to synthesize it.